From a dataset of Catalyst prediction with 721,799 reactions and 888 catalyst types from USPTO. Predict which catalyst facilitates the given reaction. (1) Reactant: [Br:1][C:2]1[C:6]([C:7]([O:9][CH2:10][CH3:11])=[O:8])=[CH:5][NH:4][N:3]=1.[CH3:12][O:13][C:14]1[CH:19]=[CH:18][C:17]([CH2:20]Cl)=[CH:16][CH:15]=1.C([O-])([O-])=O.[K+].[K+]. Product: [Br:1][C:2]1[C:6]([C:7]([O:9][CH2:10][CH3:11])=[O:8])=[CH:5][N:4]([CH2:20][C:17]2[CH:18]=[CH:19][C:14]([O:13][CH3:12])=[CH:15][CH:16]=2)[N:3]=1. The catalyst class is: 10. (2) Reactant: [CH:1]1([CH:4]([C:10]2[CH:15]=[CH:14][CH:13]=[C:12]([O:16][CH2:17][C:18]3[CH:23]=[CH:22][C:21]([C:24]4[CH:29]=[C:28]([O:30][CH3:31])[CH:27]=[CH:26][C:25]=4[F:32])=[C:20]([CH2:33][C:34]([CH3:37])([CH3:36])[CH3:35])[N:19]=3)[CH:11]=2)[CH2:5][C:6]([O:8]C)=[O:7])[CH2:3][CH2:2]1.[OH-].[Na+].Cl. Product: [CH:1]1([CH:4]([C:10]2[CH:15]=[CH:14][CH:13]=[C:12]([O:16][CH2:17][C:18]3[CH:23]=[CH:22][C:21]([C:24]4[CH:29]=[C:28]([O:30][CH3:31])[CH:27]=[CH:26][C:25]=4[F:32])=[C:20]([CH2:33][C:34]([CH3:37])([CH3:36])[CH3:35])[N:19]=3)[CH:11]=2)[CH2:5][C:6]([OH:8])=[O:7])[CH2:2][CH2:3]1. The catalyst class is: 36.